This data is from Forward reaction prediction with 1.9M reactions from USPTO patents (1976-2016). The task is: Predict the product of the given reaction. (1) Given the reactants [CH3:1][O:2][C:3]1[C:12]([NH:13][C:14](=[O:22])OC2C=CC=CC=2)=[N:11][C:10]2[C:5](=[CH:6][CH:7]=[CH:8][CH:9]=2)[N:4]=1.[CH:23]([C:26]1[CH:31]=[CH:30][CH:29]=[CH:28][C:27]=1[N:32]1[CH2:37][CH2:36][NH:35][CH2:34][CH2:33]1)([CH3:25])[CH3:24], predict the reaction product. The product is: [CH3:1][O:2][C:3]1[C:12]([NH:13][C:14]([N:35]2[CH2:36][CH2:37][N:32]([C:27]3[CH:28]=[CH:29][CH:30]=[CH:31][C:26]=3[CH:23]([CH3:25])[CH3:24])[CH2:33][CH2:34]2)=[O:22])=[N:11][C:10]2[C:5](=[CH:6][CH:7]=[CH:8][CH:9]=2)[N:4]=1. (2) Given the reactants [Cl:1][C:2]1[CH:7]=[CH:6][CH:5]=[CH:4][C:3]=1[N:8]1[C:12]([C:13]([NH:15][NH:16][C:17](=O)[C:18]2[CH:23]=[CH:22][CH:21]=[C:20]([S:24]([CH3:27])(=[O:26])=[O:25])[CH:19]=2)=O)=[CH:11][C:10]([C:29]([O:31][CH3:32])=[O:30])=[N:9]1.COC1C=CC(P2(SP(C3C=CC(OC)=CC=3)(=S)S2)=[S:42])=CC=1.N1C=CC=CC=1, predict the reaction product. The product is: [Cl:1][C:2]1[CH:7]=[CH:6][CH:5]=[CH:4][C:3]=1[N:8]1[C:12]([C:13]2[S:42][C:17]([C:18]3[CH:23]=[CH:22][CH:21]=[C:20]([S:24]([CH3:27])(=[O:26])=[O:25])[CH:19]=3)=[N:16][N:15]=2)=[CH:11][C:10]([C:29]([O:31][CH3:32])=[O:30])=[N:9]1. (3) Given the reactants [C:1]([N:4]([O:13][CH2:14][C:15]1[CH:20]=[CH:19][CH:18]=[CH:17][CH:16]=1)[C@H:5]([C:10]([OH:12])=[O:11])[C@@H:6]([CH2:8][F:9])[OH:7])([OH:3])=[O:2].[Si:21](Cl)([C:24]([CH3:27])([CH3:26])[CH3:25])([CH3:23])[CH3:22].N1C=CN=C1.C(O)(=O)C, predict the reaction product. The product is: [C:1]([N:4]([O:13][CH2:14][C:15]1[CH:20]=[CH:19][CH:18]=[CH:17][CH:16]=1)[C@H:5]([C:10]([OH:12])=[O:11])[C@@H:6]([CH2:8][F:9])[O:7][Si:21]([C:24]([CH3:27])([CH3:26])[CH3:25])([CH3:23])[CH3:22])([OH:3])=[O:2]. (4) The product is: [NH2:8][C@@H:9]1[CH2:13][CH2:12][N:11]([C:14]2[C:15]3[CH2:25][CH2:24][CH2:23][C:22]4[CH:26]=[CH:27][CH:28]=[CH:29][C:21]=4[C:16]=3[N:17]=[C:18]([NH2:20])[N:19]=2)[CH2:10]1. Given the reactants C(OC([NH:8][C@@H:9]1[CH2:13][CH2:12][N:11]([C:14]2[C:15]3[CH2:25][CH2:24][CH2:23][C:22]4[CH:26]=[CH:27][CH:28]=[CH:29][C:21]=4[C:16]=3[N:17]=[C:18]([NH2:20])[N:19]=2)[CH2:10]1)=O)(C)(C)C.FC(F)(F)C(O)=O, predict the reaction product. (5) Given the reactants [CH3:1][N:2]1[C:6]([C:7]2[CH:12]=[CH:11][C:10]([CH3:13])=[CH:9][CH:8]=2)=[N:5][C:4]([N:14]2[CH2:18][CH2:17][C@@H:16]([NH2:19])[CH2:15]2)=[N:3]1.Cl[C:21]1[N:26]=[CH:25][N:24]=[C:23]2[N:27](C3CCCCO3)[N:28]=[CH:29][C:22]=12, predict the reaction product. The product is: [CH3:1][N:2]1[C:6]([C:7]2[CH:8]=[CH:9][C:10]([CH3:13])=[CH:11][CH:12]=2)=[N:5][C:4]([N:14]2[CH2:18][CH2:17][C@@H:16]([NH:19][C:21]3[N:26]=[CH:25][N:24]=[C:23]4[NH:27][N:28]=[CH:29][C:22]=34)[CH2:15]2)=[N:3]1.